The task is: Predict the product of the given reaction.. This data is from Forward reaction prediction with 1.9M reactions from USPTO patents (1976-2016). (1) Given the reactants [Cl:1][C:2]1[CH:7]=[C:6]([O:8][CH3:9])[CH:5]=[CH:4][C:3]=1[C:10]1[N:11]([N:16]2C(=O)C3C(=CC=CC=3)C2=O)[CH:12]=[CH:13][C:14]=1[CH3:15].O.NN, predict the reaction product. The product is: [Cl:1][C:2]1[CH:7]=[C:6]([O:8][CH3:9])[CH:5]=[CH:4][C:3]=1[C:10]1[N:11]([NH2:16])[CH:12]=[CH:13][C:14]=1[CH3:15]. (2) Given the reactants [ClH:1].C(O[C:7]([N:9]([CH2:11][C:12]1[CH:40]=[CH:39][C:15]([C:16]([NH:18][C:19]2[CH:20]=[C:21]([C:25]3[N:30]4[N:31]=[CH:32][C:33]([C:34]([O:36][CH2:37][CH3:38])=[O:35])=[C:29]4[N:28]=[CH:27][CH:26]=3)[CH:22]=[CH:23][CH:24]=2)=[O:17])=[CH:14][C:13]=1[C:41]([F:44])([F:43])[F:42])C)=O)(C)(C)C, predict the reaction product. The product is: [ClH:1].[CH3:7][NH:9][CH2:11][C:12]1[CH:40]=[CH:39][C:15]([C:16]([NH:18][C:19]2[CH:20]=[C:21]([C:25]3[N:30]4[N:31]=[CH:32][C:33]([C:34]([O:36][CH2:37][CH3:38])=[O:35])=[C:29]4[N:28]=[CH:27][CH:26]=3)[CH:22]=[CH:23][CH:24]=2)=[O:17])=[CH:14][C:13]=1[C:41]([F:43])([F:44])[F:42]. (3) Given the reactants [C:1]([O:5][C:6]1[CH:13]=[CH:12][C:9]([CH:10]=[CH2:11])=[CH:8][CH:7]=1)([CH3:4])([CH3:3])[CH3:2].[C:14]([O:18][CH:19]1[CH2:24][CH2:23][CH2:22][CH2:21][CH2:20]1)(=[O:17])[CH:15]=[CH2:16].N(C(C)(C)C#N)=NC(C)(C)C#N.CO, predict the reaction product. The product is: [C:1]([O:5][C:6]1[CH:7]=[CH:8][C:9]([CH:10]=[CH2:11])=[CH:12][CH:13]=1)([CH3:4])([CH3:2])[CH3:3].[C:14]([O:18][CH:19]1[CH2:24][CH2:23][CH2:22][CH2:21][CH2:20]1)(=[O:17])[CH:15]=[CH2:16]. (4) Given the reactants Cl.[NH2:2][C@H:3]1[CH2:7][CH2:6][N:5]([C:8]2[CH:13]=[CH:12][C:11]([N:14]3[CH2:18][C@H:17]([CH2:19][N:20]4[CH:24]=[CH:23][N:22]=[N:21]4)[O:16][C:15]3=[O:25])=[CH:10][C:9]=2[F:26])[CH2:4]1.C(=O)(O)[O-].[Na+].[CH3:32][S:33](Cl)(=[O:35])=[O:34], predict the reaction product. The product is: [CH3:32][S:33]([NH:2][C@H:3]1[CH2:7][CH2:6][N:5]([C:8]2[CH:13]=[CH:12][C:11]([N:14]3[CH2:18][C@H:17]([CH2:19][N:20]4[CH:24]=[CH:23][N:22]=[N:21]4)[O:16][C:15]3=[O:25])=[CH:10][C:9]=2[F:26])[CH2:4]1)(=[O:35])=[O:34]. (5) Given the reactants [CH2:1]([O:3][C:4](=[O:15])[CH2:5][C:6]([NH:8][C:9]1([CH2:12][CH:13]=[O:14])[CH2:11][CH2:10]1)=[O:7])C.[Na], predict the reaction product. The product is: [CH3:1][O:3][C:4]([CH:5]1[C:13](=[O:14])[CH2:12][C:9]2([CH2:11][CH2:10]2)[NH:8][C:6]1=[O:7])=[O:15]. (6) Given the reactants [Br:1]N1C(=O)CCC1=O.[F:9][C:10]1[CH:15]=[CH:14][C:13]([C:16]2[N:17]([Si:27]([CH:34]([CH3:36])[CH3:35])([CH:31]([CH3:33])[CH3:32])[CH:28]([CH3:30])[CH3:29])[CH:18]=[CH:19][C:20]=2[C:21]2[CH:26]=[CH:25][N:24]=[CH:23][CH:22]=2)=[CH:12][CH:11]=1, predict the reaction product. The product is: [Br:1][C:19]1[C:20]([C:21]2[CH:26]=[CH:25][N:24]=[CH:23][CH:22]=2)=[C:16]([C:13]2[CH:12]=[CH:11][C:10]([F:9])=[CH:15][CH:14]=2)[N:17]([Si:27]([CH:31]([CH3:33])[CH3:32])([CH:34]([CH3:36])[CH3:35])[CH:28]([CH3:29])[CH3:30])[CH:18]=1. (7) Given the reactants [CH2:1]([O:3][C:4](=[O:25])[CH2:5][C:6]1[C:7]([CH3:24])=[C:8]([S:16][C:17]2[CH:22]=[CH:21][C:20](Br)=[CH:19][CH:18]=2)[N:9]2[C:14]=1[CH:13]=[CH:12][C:11]([F:15])=[CH:10]2)[CH3:2].[CH3:26][N:27]1[CH:31]=[CH:30][N:29]=[C:28]1[Sn](CCCC)(CCCC)CCCC, predict the reaction product. The product is: [CH2:1]([O:3][C:4](=[O:25])[CH2:5][C:6]1[C:7]([CH3:24])=[C:8]([S:16][C:17]2[CH:22]=[CH:21][C:20]([C:28]3[N:27]([CH3:26])[CH:31]=[CH:30][N:29]=3)=[CH:19][CH:18]=2)[N:9]2[C:14]=1[CH:13]=[CH:12][C:11]([F:15])=[CH:10]2)[CH3:2].